Dataset: Catalyst prediction with 721,799 reactions and 888 catalyst types from USPTO. Task: Predict which catalyst facilitates the given reaction. (1) Reactant: [O:1]=[CH:2][C:3]1[CH:12]=[CH:11][C:9]([OH:10])=[C:5]([O:6][CH2:7][CH3:8])[CH:4]=1.[CH2:13](Br)[CH:14]=[CH2:15].C(=O)([O-])[O-].[K+].[K+]. Product: [CH2:7]([O:6][C:5]1[CH:4]=[C:3]([CH:12]=[CH:11][C:9]=1[O:10][CH2:15][CH:14]=[CH2:13])[CH:2]=[O:1])[CH3:8]. The catalyst class is: 21. (2) The catalyst class is: 22. Product: [CH3:10][CH2:9][C:8]1[C:7]2[N-:6][C:5](=[CH:29][C:27]3[C:26]([CH2:30][CH3:31])=[C:25]([CH2:32][CH3:33])[C:24](=[CH:23][C:21]4[N-:22][C:18]([CH:17]=[C:15]5[N:16]=[C:12]([CH:11]=2)[C:13]([CH2:40][CH3:41])=[C:14]5[CH2:38][CH3:39])=[C:19]([CH2:36][CH3:37])[C:20]=4[CH2:34][CH3:35])[N:28]=3)[C:4]=1[CH2:2][CH3:3].[Pt+2:1]. Reactant: [Pt+2:1].[CH2:2]([C:4]1[C:5]2[N:6]=[C:7]([CH:11]=[C:12]3[N:16]=[C:15]([CH:17]=[C:18]4[NH:22][C:21]([CH:23]=[C:24]5[N:28]=[C:27]([CH:29]=2)[C:26]([CH2:30][CH3:31])=[C:25]5[CH2:32][CH3:33])=[C:20]([CH2:34][CH3:35])[CH:19]4[CH2:36][CH3:37])[C:14]([CH2:38][CH3:39])=[C:13]3[CH2:40][CH3:41])[C:8]=1[CH2:9][CH3:10])[CH3:3]. (3) Reactant: [CH2:1]([O:8][CH2:9][C:10]1[O:14][N:13]=[C:12]([C:15]([OH:17])=O)[CH:11]=1)[C:2]1[CH:7]=[CH:6][CH:5]=[CH:4][CH:3]=1.[CH3:18][C:19]1([CH2:24][NH2:25])[CH2:23][CH2:22][O:21][CH2:20]1.ON1C2C=CC=CC=2N=N1.Cl.C(N=C=NCCCN(C)C)C.Cl. Product: [CH3:18][C:19]1([CH2:24][NH:25][C:15]([C:12]2[CH:11]=[C:10]([CH2:9][O:8][CH2:1][C:2]3[CH:3]=[CH:4][CH:5]=[CH:6][CH:7]=3)[O:14][N:13]=2)=[O:17])[CH2:23][CH2:22][O:21][CH2:20]1. The catalyst class is: 22. (4) The catalyst class is: 440. Reactant: [C:1]([C:3]1[CH:4]=[C:5]([C:13]2[O:14][C:15]([C:18]3[CH:26]=[CH:25][CH:24]=[C:23]4[C:19]=3[CH2:20][CH2:21][C@H:22]4[NH:27]C(=O)OC(C)(C)C)=[CH:16][N:17]=2)[CH:6]=[CH:7][C:8]=1[O:9][CH:10]([CH3:12])[CH3:11])#[N:2].[ClH:35]. Product: [ClH:35].[NH2:27][C@H:22]1[C:23]2[C:19](=[C:18]([C:15]3[O:14][C:13]([C:5]4[CH:6]=[CH:7][C:8]([O:9][CH:10]([CH3:12])[CH3:11])=[C:3]([CH:4]=4)[C:1]#[N:2])=[N:17][CH:16]=3)[CH:26]=[CH:25][CH:24]=2)[CH2:20][CH2:21]1. (5) Reactant: [C:1]1([CH2:7][N:8]=[C:9]([CH3:11])[CH3:10])[CH:6]=[CH:5][CH:4]=[CH:3][CH:2]=1.[CH2:12]([Mg]Br)[CH:13]=C.[CH2:17](OCC)C.[Cl-].[NH4+]. Product: [CH2:7]([NH:8][C:9]([CH3:17])([CH2:11][CH:12]=[CH2:13])[CH3:10])[C:1]1[CH:6]=[CH:5][CH:4]=[CH:3][CH:2]=1. The catalyst class is: 27.